From a dataset of Catalyst prediction with 721,799 reactions and 888 catalyst types from USPTO. Predict which catalyst facilitates the given reaction. (1) Reactant: [C:1]([C:3]1[CH:4]=[C:5]([C:12]2[O:16][N:15]=[C:14]([C:17]3[CH:38]=[CH:37][C:20]4[CH2:21][CH2:22][N:23]([C:26](=[O:36])[CH2:27][NH:28]C(=O)OC(C)(C)C)[CH2:24][CH2:25][C:19]=4[CH:18]=3)[N:13]=2)[CH:6]=[N:7][C:8]=1[O:9][CH2:10][CH3:11])#[N:2].FC(F)(F)C(O)=O. Product: [CH2:10]([O:9][C:8]1[C:3]([C:1]#[N:2])=[CH:4][C:5]([C:12]2[O:16][N:15]=[C:14]([C:17]3[CH:38]=[CH:37][C:20]4[CH2:21][CH2:22][N:23]([C:26](=[O:36])[CH2:27][NH2:28])[CH2:24][CH2:25][C:19]=4[CH:18]=3)[N:13]=2)=[CH:6][N:7]=1)[CH3:11]. The catalyst class is: 2. (2) Reactant: [Br:1][C:2]1[CH:3]=[C:4]([NH:10][C:11]2[N:16]=[CH:15][C:14]([C:17]3[CH2:22][CH2:21][N:20](C(OC(C)(C)C)=O)[CH2:19][CH:18]=3)=[CH:13][CH:12]=2)[C:5](=[O:9])[N:6]([CH3:8])[CH:7]=1. Product: [Br:1][C:2]1[CH:3]=[C:4]([NH:10][C:11]2[CH:12]=[CH:13][C:14]([C:17]3[CH2:22][CH2:21][NH:20][CH2:19][CH:18]=3)=[CH:15][N:16]=2)[C:5](=[O:9])[N:6]([CH3:8])[CH:7]=1. The catalyst class is: 89. (3) Reactant: C[O:2][C:3](=[O:35])[CH2:4][CH2:5][C:6]1[CH:11]=[CH:10][C:9]([O:12][CH2:13][CH2:14][C@H:15]([O:17][C:18]2[CH:23]=[CH:22][C:21]([CH2:24][CH3:25])=[CH:20][C:19]=2[CH:26]([OH:33])[C:27]2[CH:32]=[CH:31][CH:30]=[CH:29][CH:28]=2)[CH3:16])=[CH:8][C:7]=1[CH3:34]. Product: [CH2:24]([C:21]1[CH:22]=[CH:23][C:18]([O:17][C@H:15]([CH3:16])[CH2:14][CH2:13][O:12][C:9]2[CH:10]=[CH:11][C:6]([CH2:5][CH2:4][C:3]([OH:35])=[O:2])=[C:7]([CH3:34])[CH:8]=2)=[C:19]([CH:26]([OH:33])[C:27]2[CH:32]=[CH:31][CH:30]=[CH:29][CH:28]=2)[CH:20]=1)[CH3:25]. The catalyst class is: 5. (4) Reactant: [CH3:1][N:2]([C:4]([O:8][N:9]1[N:17]=[N:16][C:11]2[CH:12]=[CH:13][CH:14]=[N:15][C:10]1=2)=[N+:5]([CH3:7])[CH3:6])[CH3:3].[F:18][P-:19]([F:24])([F:23])([F:22])([F:21])[F:20].CCN(C(C)C)C(C)C.CN. Product: [CH3:7][N:5]([C:4]([O:8][N:9]1[N:17]=[N:16][C:11]2[CH:12]=[CH:13][CH:14]=[N:15][C:10]1=2)=[N+:2]([CH3:3])[CH3:1])[CH3:6].[F:18][P-:19]([F:24])([F:23])([F:22])([F:21])[F:20].[CH:13]1[CH:14]=[N:15][C:10]2[N:9]([OH:8])[N:17]=[N:16][C:11]=2[CH:12]=1. The catalyst class is: 37. (5) The catalyst class is: 4. Reactant: ClC1C=C(C=CC=1)C(OO)=[O:6].[N:12]1[CH:17]=[CH:16][C:15]([CH2:18][NH:19][C:20]2[CH:38]=[CH:37][CH:36]=[CH:35][C:21]=2[C:22]([NH:24][C:25]2[CH:30]=[CH:29][CH:28]=[C:27]([C:31]([F:34])([F:33])[F:32])[CH:26]=2)=[O:23])=[CH:14][CH:13]=1. Product: [O-:6][N+:12]1[CH:17]=[CH:16][C:15]([CH2:18][NH:19][C:20]2[CH:38]=[CH:37][CH:36]=[CH:35][C:21]=2[C:22]([NH:24][C:25]2[CH:30]=[CH:29][CH:28]=[C:27]([C:31]([F:32])([F:33])[F:34])[CH:26]=2)=[O:23])=[CH:14][CH:13]=1.